Dataset: Forward reaction prediction with 1.9M reactions from USPTO patents (1976-2016). Task: Predict the product of the given reaction. (1) Given the reactants [Li+].C[Si]([N-][Si](C)(C)C)(C)C.[O:11]=[C:12]1[CH2:17][CH2:16][N:15]([C:18]([O:20][C:21]([CH3:24])([CH3:23])[CH3:22])=[O:19])[CH2:14][CH2:13]1.N#N.N1([C:32]([C:34]2([CH3:39])[CH2:38][CH2:37][CH2:36][CH2:35]2)=[O:33])C=CN=C1, predict the reaction product. The product is: [CH3:39][C:34]1([C:32]([CH:17]2[C:12](=[O:11])[CH2:13][CH2:14][N:15]([C:18]([O:20][C:21]([CH3:24])([CH3:23])[CH3:22])=[O:19])[CH2:16]2)=[O:33])[CH2:38][CH2:37][CH2:36][CH2:35]1. (2) Given the reactants [CH2:1]([O:3][C:4](=[O:16])[CH2:5][CH2:6][C:7]([C:9]1[CH:14]=[CH:13][C:12]([OH:15])=[CH:11][CH:10]=1)=[O:8])[CH3:2].Br[CH2:18][CH2:19][CH2:20][Cl:21].C(=O)([O-])[O-].[K+].[K+], predict the reaction product. The product is: [CH2:1]([O:3][C:4](=[O:16])[CH2:5][CH2:6][C:7]([C:9]1[CH:10]=[CH:11][C:12]([O:15][CH2:18][CH2:19][CH2:20][Cl:21])=[CH:13][CH:14]=1)=[O:8])[CH3:2]. (3) Given the reactants [NH2:1][C:2]1[CH:10]=[CH:9][CH:8]=[C:7]([N+:11]([O-:13])=[O:12])[C:3]=1[C:4]([OH:6])=[O:5].[C:14](OC(=O)C)(=O)[CH3:15], predict the reaction product. The product is: [CH3:14][C:15]1[O:5][C:4](=[O:6])[C:3]2[C:7]([N+:11]([O-:13])=[O:12])=[CH:8][CH:9]=[CH:10][C:2]=2[N:1]=1.